Dataset: Experimentally validated miRNA-target interactions with 360,000+ pairs, plus equal number of negative samples. Task: Binary Classification. Given a miRNA mature sequence and a target amino acid sequence, predict their likelihood of interaction. (1) The miRNA is hsa-miR-150-3p with sequence CUGGUACAGGCCUGGGGGACAG. The protein sequence of the target gene is MSDSEKLNLDSIIGRLLEVQGSRPGKNVQLTENEIRGLCLKSREIFLSQPILLELEAPLKICGDIHGQYYDLLRLFEYGGFPPESNYLFLGDYVDRGKQSLETICLLLAYKIRYPENFFLLRGNHECASINRIYGFYDECKRRYNIKLWKTFTDCFNCLPIAAIVDEKIFCCHGGLSPDLQSMEQIRRIMRPTDVPDQGLLCDLLWSDPDKDVQGWGENDRGVSFTFGAEVVAKFLHKHDLDLICRAHQVVEDGYEFFAKRQLVTLFSAPNYCGEFDNAGAMMSVDETLMCSFQILKPAD.... Result: 0 (no interaction). (2) The miRNA is hsa-miR-494-5p with sequence AGGUUGUCCGUGUUGUCUUCUCU. The protein sequence of the target gene is MVSSDRPVSLEDEVSHSMKEMIGGCCVCSDERGWAENPLVYCDGHGCSVAVHQACYGIVQVPTGPWFCRKCESQERAARVRCELCPHKDGALKRTDNGGWAHVVCALYIPEVQFANVSTMEPIVLQSVPHDRYNKTCYICDEQGRESKAATGACMTCNKHGCRQAFHVTCAQFAGLLCEEEGNGADNVQYCGYCKYHFSKLKKSKRGSNRSYEQSLSDSSSHSQDKHHEKEKKKYKEKDKHKQKHKKQPEPSPALVPSLTVTTEKTYTSTSNNSISGSLKRLEDTAARFTNANFQEVSAH.... Result: 0 (no interaction). (3) The protein sequence of the target gene is MSGSVLFTAGERWRCFLTPSRSSLYWALHNFCCRKKSTTPKKITPNVTFCDENAKEPENALDKLFSSEQQASILHVLNTASTKELEAFRLLRGRRSINIVEHRENFGPFQNLESLMNVPLFKYKSTVQVCNSILCPKTGREKRKSPENRFLRKLLKPDIERERLKAVNSIISIVFGTRRIAWAHLDRKLTVLDWQQSDRWSLMRGIYSSSVYLEEISSIISKMPKADFYVLEKTGLSIQNSSLFPILLHFHIMEAMLYALLNKTFAQDGQHQVLSMNRNAVGKHFELMIGDSRTSGKELV.... Result: 0 (no interaction). The miRNA is hsa-miR-6849-3p with sequence ACCAGCCUGUGUCCACCUCCAG. (4) Result: 0 (no interaction). The protein sequence of the target gene is MLTDLFYSTFGCLYSPTSTMDVMGTARRKTVVRLNVYDMYWLNDYASNIGVGIFHSGIEVFGVEYAYGGHPYQFSGVFENSPQDAEELGETFKFKESIVVGETERSTSDIRKLIKSLGEDFRGDRYHLISRNCNHFSAVLARELTGKDIPGWINRLANLSGSIPFLEKCIPQEWLTPIVLQASVDEKKRGSVDSAEEATEKLVVRSLNDSRTTILDNRTANGAIIMSASSSNSDRICMSPSSSSSASSCDTLDYDDLIVQTPSTFSSEKKSRSNSPPIFRIWNTIKATINGTQQTAPTGA.... The miRNA is hsa-miR-4515 with sequence AGGACUGGACUCCCGGCAGCCC.